This data is from Full USPTO retrosynthesis dataset with 1.9M reactions from patents (1976-2016). The task is: Predict the reactants needed to synthesize the given product. (1) Given the product [Cl:35][C:36]1[N:37]=[CH:38][C:39]([N:22]2[CH2:23][CH2:24][CH:19]([N:16]3[CH2:17][CH2:18][C@H:14]([NH:13][C:3]4[CH:4]=[C:5]([F:12])[C:6]([S:8]([CH3:11])(=[O:10])=[O:9])=[CH:7][C:2]=4[F:1])[C:15]3=[O:25])[CH2:20][CH2:21]2)=[N:40][CH:41]=1, predict the reactants needed to synthesize it. The reactants are: [F:1][C:2]1[CH:7]=[C:6]([S:8]([CH3:11])(=[O:10])=[O:9])[C:5]([F:12])=[CH:4][C:3]=1[NH:13][C@H:14]1[CH2:18][CH2:17][N:16]([CH:19]2[CH2:24][CH2:23][NH:22][CH2:21][CH2:20]2)[C:15]1=[O:25].CCN(C(C)C)C(C)C.[Cl:35][C:36]1[CH:41]=[N:40][C:39](Cl)=[CH:38][N:37]=1.CCOCC. (2) Given the product [C:11]1([C:9]2[N:10]=[C:6]([C:4]([OH:5])=[O:3])[S:7][CH:8]=2)[CH:12]=[CH:13][CH:14]=[CH:15][CH:16]=1, predict the reactants needed to synthesize it. The reactants are: C([O:3][C:4]([C:6]1[S:7][CH:8]=[C:9]([C:11]2[CH:16]=[CH:15][CH:14]=[CH:13][CH:12]=2)[N:10]=1)=[O:5])C.[OH-].[K+]. (3) Given the product [F:1][C:2]1[CH:7]=[C:6]([S:8][CH3:9])[CH:5]=[CH:4][C:3]=1[NH:10][C:22]1[C:30]2[S:29][N:28]=[CH:27][C:26]=2[CH:25]=[CH:24][C:23]=1[C:31]([OH:33])=[O:32], predict the reactants needed to synthesize it. The reactants are: [F:1][C:2]1[CH:7]=[C:6]([S:8][CH3:9])[CH:5]=[CH:4][C:3]=1[NH2:10].[Li+].C[Si]([N-][Si](C)(C)C)(C)C.F[C:22]1[C:30]2[S:29][N:28]=[CH:27][C:26]=2[CH:25]=[CH:24][C:23]=1[C:31]([OH:33])=[O:32]. (4) Given the product [Cl:1][C:2]1[CH:7]=[CH:6][CH:5]=[CH:4][C:3]=1[N:8]1[C:17](=[O:18])[C:16]2[CH:15]=[N:14][C:13]([NH:25][C:26]3[CH:31]=[CH:30][C:29]([CH3:32])=[CH:28][CH:27]=3)=[N:12][C:11]=2[N:10]2[CH:22]=[CH:23][N:24]=[C:9]12, predict the reactants needed to synthesize it. The reactants are: [Cl:1][C:2]1[CH:7]=[CH:6][CH:5]=[CH:4][C:3]=1[N:8]1[C:17](=[O:18])[C:16]2[C:11](=[N:12][C:13](S(C)=O)=[N:14][CH:15]=2)[N:10]2[CH:22]=[CH:23][N:24]=[C:9]12.[NH2:25][C:26]1[CH:31]=[CH:30][C:29]([CH3:32])=[CH:28][CH:27]=1.C([O-])(O)=O.[Na+]. (5) Given the product [CH3:13][C:12]1([CH3:14])[C:11](=[O:15])[N:10]([C:16]2[CH:23]=[CH:22][C:19]([C:20]#[N:21])=[C:18]([C:24]([F:25])([F:27])[F:26])[CH:17]=2)[C:9](=[S:28])[N:8]1[C:5]1[CH:6]=[N:7][C:2]([O:1][C@@H:31]2[CH2:32][CH2:33][O:29][CH2:30]2)=[CH:3][CH:4]=1, predict the reactants needed to synthesize it. The reactants are: [OH:1][C:2]1[N:7]=[CH:6][C:5]([N:8]2[C:12]([CH3:14])([CH3:13])[C:11](=[O:15])[N:10]([C:16]3[CH:23]=[CH:22][C:19]([C:20]#[N:21])=[C:18]([C:24]([F:27])([F:26])[F:25])[CH:17]=3)[C:9]2=[S:28])=[CH:4][CH:3]=1.[O:29]1[CH2:33][CH2:32][C@H:31](OS(C2C=CC(C)=CC=2)(=O)=O)[CH2:30]1.C(=O)([O-])[O-].[Cs+].[Cs+].[Cl-].[Na+]. (6) Given the product [CH3:12][C:2]1([CH3:1])[O:6][C@H:5]([CH2:7][C:8](=[O:10])[S:15][CH2:13][CH3:14])[C:4](=[O:11])[O:3]1, predict the reactants needed to synthesize it. The reactants are: [CH3:1][C:2]1([CH3:12])[O:6][C@H:5]([CH2:7][C:8]([OH:10])=O)[C:4](=[O:11])[O:3]1.[CH2:13]([SH:15])[CH3:14].C1CCC(N=C=NC2CCCCC2)CC1.C(O)(=O)C. (7) Given the product [ClH:1].[ClH:32].[NH2:23][C:21]1[N:22]=[C:17]([CH2:16][CH2:15][C:11]2[CH:10]=[C:9]([NH:8][C:6]3[C:5]([Cl:31])=[CH:4][N:3]=[C:2]([Cl:1])[N:7]=3)[CH:14]=[CH:13][CH:12]=2)[CH:18]=[CH:19][CH:20]=1, predict the reactants needed to synthesize it. The reactants are: [Cl:1][C:2]1[N:7]=[C:6]([NH:8][C:9]2[CH:10]=[C:11]([CH2:15][CH2:16][C:17]3[N:22]=[C:21]([NH:23]C(=O)OC(C)(C)C)[CH:20]=[CH:19][CH:18]=3)[CH:12]=[CH:13][CH:14]=2)[C:5]([Cl:31])=[CH:4][N:3]=1.[ClH:32].